Dataset: Catalyst prediction with 721,799 reactions and 888 catalyst types from USPTO. Task: Predict which catalyst facilitates the given reaction. (1) Reactant: [OH-].[Li+].[CH3:3][C:4]([CH3:37])([O:6][C:7]([N:9](C(OC(C)(C)C)=O)[C:10]1[N:15]=[C:14]([C:16]2[CH:17]=[CH:18][C:19]3[N:20]([CH:22]=[C:23]([C:25]([O:27]CC)=[O:26])[N:24]=3)[CH:21]=2)[CH:13]=[CH:12][CH:11]=1)=[O:8])[CH3:5].O1CCCC1.Cl. Product: [CH3:5][C:4]([CH3:37])([O:6][C:7]([NH:9][C:10]1[N:15]=[C:14]([C:16]2[CH:17]=[CH:18][C:19]3[N:20]([CH:22]=[C:23]([C:25]([OH:27])=[O:26])[N:24]=3)[CH:21]=2)[CH:13]=[CH:12][CH:11]=1)=[O:8])[CH3:3]. The catalyst class is: 5. (2) Reactant: CO[C:3]([C:5]1[C:6]([OH:39])=[C:7]2[C:12](=[C:13]([C:15]3[CH:16]=[N:17][CH:18]=[CH:19][CH:20]=3)[N:14]=1)[N:11]([CH2:21][C:22]1[CH:27]=[CH:26][CH:25]=[CH:24][CH:23]=1)[C:10](=[O:28])[C:9]([C:29]1[CH:34]=[CH:33][C:32]([C:35]([F:38])([F:37])[F:36])=[CH:31][CH:30]=1)=[CH:8]2)=[O:4].[NH2:40][CH2:41][CH2:42][C:43]([OH:45])=[O:44].C[O-].[Na+]. Product: [CH2:21]([N:11]1[C:12]2[C:7](=[C:6]([OH:39])[C:5]([C:3]([NH:40][CH2:41][CH2:42][C:43]([OH:45])=[O:44])=[O:4])=[N:14][C:13]=2[C:15]2[CH:16]=[N:17][CH:18]=[CH:19][CH:20]=2)[CH:8]=[C:9]([C:29]2[CH:30]=[CH:31][C:32]([C:35]([F:36])([F:38])[F:37])=[CH:33][CH:34]=2)[C:10]1=[O:28])[C:22]1[CH:27]=[CH:26][CH:25]=[CH:24][CH:23]=1. The catalyst class is: 250. (3) Reactant: CN(C(ON1N=NC2C=CC=NC1=2)=[N+](C)C)C.F[P-](F)(F)(F)(F)F.[NH2:25][C:26]1[N:34]=[CH:33][C:32]([Br:35])=[CH:31][C:27]=1[C:28]([OH:30])=O.[C:36]([NH:39][NH2:40])(=[O:38])[CH3:37].CCN(C(C)C)C(C)C. Product: [C:36]([NH:39][NH:40][C:28](=[O:30])[C:27]1[CH:31]=[C:32]([Br:35])[CH:33]=[N:34][C:26]=1[NH2:25])(=[O:38])[CH3:37]. The catalyst class is: 18. (4) Product: [F:1][C:2]1[CH:10]=[C:9]2[C:5]([C:6](=[C:12]3[CH:16]=[C:15]([N:19]4[CH2:24][CH2:23][O:22][CH2:21][CH2:20]4)[CH2:14][O:13]3)[C:7](=[O:11])[NH:8]2)=[CH:4][CH:3]=1. The catalyst class is: 14. Reactant: [F:1][C:2]1[CH:10]=[C:9]2[C:5]([C:6](=[C:12]3[CH:16]=[C:15](OC)[CH2:14][O:13]3)[C:7](=[O:11])[NH:8]2)=[CH:4][CH:3]=1.[NH:19]1[CH2:24][CH2:23][O:22][CH2:21][CH2:20]1.